From a dataset of Experimentally validated miRNA-target interactions with 360,000+ pairs, plus equal number of negative samples. Binary Classification. Given a miRNA mature sequence and a target amino acid sequence, predict their likelihood of interaction. (1) The miRNA is hsa-miR-1250-3p with sequence ACAUUUUCCAGCCCAUUCA. The protein sequence of the target gene is MSDEASATTSYEKFLTPEEPFPFLGAPRGVGTCPSEEPGCLDISDFGCQLSSCHRTDPLHRFHTNRWNLTSCGTSVASSECSEELFSSVSVGDQDDCYSLLDDQDFTSFDLFPEGSVCSDVSSSISTYWDWSDSEFEWQLPGSDIASGSDVLSDVIPSIPSSPCLVSKKKNKHRNLDELAWSAMTNDEQVEYIEYLSRKVSTEMGLREQLDIIKIIDPSAQISPTDSEFIIELNCLTDEKLKQVRNYIKEHSLRQRPTREAWKRSNFSCASTSGVSGASASASSSSASMVSSASSSGSSV.... Result: 0 (no interaction). (2) The protein sequence of the target gene is MEIPGSLCKKVKLSNNAQNWGMQRATNVTYQAHHVSRNKRGQVVGTRGGFRGCTVWLTGLSGAGKTTVSMALEEYLVCHGIPCYTLDGDNIRQGLNKNLGFSPEDREENVRRIAEVAKLFADAGLVCITSFISPYTQDRNNARQIHEGASLPFFEVFVDAPLHVCEQRDVKGLYKKARAGEIKGFTGIDSEYEKPEAPELVLKTDSCDVNDCVQQVVELLQERDIVPVDASYEVKELYVPENKLHLAKTDAETLPALKINKVDMQWVQVLAEGWATPLNGFMREREYLQCLHFDCLLDGG.... Result: 0 (no interaction). The miRNA is mmu-miR-7036a-3p with sequence CCGUCCUCAUCCGCUCCUCCCAG. (3) The miRNA is hsa-miR-505-5p with sequence GGGAGCCAGGAAGUAUUGAUGU. The protein sequence of the target gene is MEATGVLPFVRGVDLSGNDFKGGYFPENVKAMTSLRWLKLNRTGLCYLPEELAALQKLEHLSVSHNNLTTLHGELSSLPSLRAIVARANSLKNSGVPDDIFKLDDLSVLDLSHNQLTECPRELENAKNMLVLNLSHNSIDTIPNQLFINLTDLLYLDLSENRLESLPPQMRRLVHLQTLVLNGNPLLHAQLRQLPAMTALQTLHLRSTQRTQSNLPTSLEGLSNLADVDLSCNDLTRVPECLYTLPSLRRLNLSSNQITELSLCIDQWVHVETLNLSRNQLTSLPSAICKLSKLKKLYLN.... Result: 0 (no interaction). (4) Result: 0 (no interaction). The protein sequence of the target gene is MLRAALSLLALPLAGAAEEPTQKPESPGEPPPGLELFRWQWHEVEAPYLVALWILVASLAKIVFHLSRKVTSLVPESCLLILLGLVLGGIVLAVAKKAEYQLEPGTFFLFLLPPIVLDSGYFMPSRLFFDNLGAILTYAVVGTLWNAFTTGAALWGLQQAGLVAPRVQAGLLDFLLFGSLISAVDPVAVLAVFEEVHVNETLFIIVFGESLLNDAVTVVLYKVCNSFVEMGSANVQATDYLKGVASLFVVSLGGAAVGLVFAFLLALTTRFTKRVRIIEPLLVFLLAYAAYLTAEMASLS.... The miRNA is hsa-miR-338-3p with sequence UCCAGCAUCAGUGAUUUUGUUG. (5) The miRNA is hsa-miR-3689b-3p with sequence CUGGGAGGUGUGAUAUUGUGGU. The protein sequence of the target gene is MYSLNQEIKAFSRNNLRKQCTRVTTLTGKKIIETWKDARIHVVEEVEPSSGGGCGYVQDLSSDLQVGVIKPWLLLGSQDAAHDLDTLKKNKVTHILNVAYGVENAFLSDFTYKSISILDLPETNILSYFPECFEFIEEAKRKDGVVLVHCNAGVSRAAAIVIGFLMNSEQTSFTSAFSLVKNARPSICPNSGFMEQLRTYQEGKESNKCDRIQENSS. Result: 1 (interaction).